From a dataset of Full USPTO retrosynthesis dataset with 1.9M reactions from patents (1976-2016). Predict the reactants needed to synthesize the given product. (1) The reactants are: C([O:8][C:9]1[CH:14]=[CH:13][C:12]([CH2:15][C:16]([NH2:18])=[O:17])=[CH:11][C:10]=1[CH3:19])C1C=CC=CC=1. Given the product [OH:8][C:9]1[CH:14]=[CH:13][C:12]([CH2:15][C:16]([NH2:18])=[O:17])=[CH:11][C:10]=1[CH3:19], predict the reactants needed to synthesize it. (2) Given the product [CH3:1][O:2][C:3](=[O:12])[C:4]1[CH:9]=[CH:8][C:7]([CH:13]2[CH2:15][CH2:14]2)=[CH:6][C:5]=1[Cl:11], predict the reactants needed to synthesize it. The reactants are: [CH3:1][O:2][C:3](=[O:12])[C:4]1[CH:9]=[CH:8][C:7](Br)=[CH:6][C:5]=1[Cl:11].[CH:13]1(B(O)O)[CH2:15][CH2:14]1.P([O-])([O-])([O-])=O.[K+].[K+].[K+].C1(P(C2C=CC=CC=2)C2C=CC=CC=2)C=CC=CC=1. (3) Given the product [OH:30][C:23]12[CH2:28][CH:27]3[CH2:26][CH:25]([CH2:29][CH:21]([CH:20]3[NH:19][C:13](=[O:15])[C:12]3[CH:16]=[CH:17][CH:18]=[C:10]([O:9][CH2:8][CH2:7][CH:4]4[CH2:3][CH2:2][O:1][CH2:6][CH2:5]4)[CH:11]=3)[CH2:22]1)[CH2:24]2, predict the reactants needed to synthesize it. The reactants are: [O:1]1[CH2:6][CH2:5][CH:4]([CH2:7][CH2:8][O:9][C:10]2[CH:11]=[C:12]([CH:16]=[CH:17][CH:18]=2)[C:13]([OH:15])=O)[CH2:3][CH2:2]1.[NH2:19][CH:20]1[CH:27]2[CH2:28][C:23]3([OH:30])[CH2:24][CH:25]([CH2:29][CH:21]1[CH2:22]3)[CH2:26]2. (4) Given the product [Cl:24][C:25]1[CH:31]=[CH:30][CH:29]=[CH:28][C:26]=1[NH:27][C:1]([C:4]12[CH2:5][CH2:6][C:7]([NH:12][CH2:13][C:14]([N:16]3[CH2:20][C@@H:19]([F:21])[CH2:18][C@H:17]3[C:22]#[N:23])=[O:15])([CH2:8][CH2:9]1)[CH2:10][CH2:11]2)=[O:2], predict the reactants needed to synthesize it. The reactants are: [C:1]([C:4]12[CH2:11][CH2:10][C:7]([NH:12][CH2:13][C:14]([N:16]3[CH2:20][C@@H:19]([F:21])[CH2:18][C@H:17]3[C:22]#[N:23])=[O:15])([CH2:8][CH2:9]1)[CH2:6][CH2:5]2)(O)=[O:2].[Cl:24][C:25]1[CH:31]=[CH:30][CH:29]=[CH:28][C:26]=1[NH2:27]. (5) The reactants are: [C:1]([C:5]1[C:6](=[O:21])[N:7]([CH2:17][C:18]([OH:20])=O)[C:8]2[C:13]([N:14]=1)=[CH:12][CH:11]=[C:10]([O:15][CH3:16])[CH:9]=2)([CH3:4])([CH3:3])[CH3:2]. Given the product [C:1]([C:5]1[C:6](=[O:21])[N:7]([CH2:17][C:18]([N:7]([CH2:6][CH2:5][C:1]([CH3:4])([CH3:3])[CH3:2])[CH2:8][CH2:9][CH3:10])=[O:20])[C:8]2[C:13]([N:14]=1)=[CH:12][CH:11]=[C:10]([O:15][CH3:16])[CH:9]=2)([CH3:4])([CH3:2])[CH3:3], predict the reactants needed to synthesize it. (6) Given the product [C:35]([NH:1][CH2:2][C:3]1[CH:4]=[C:5]([N:9]([C@H:13]2[C:22]3[C:17](=[CH:18][CH:19]=[CH:20][CH:21]=3)[N:16]([C:23](=[O:32])[C:24]3[CH:25]=[CH:26][C:27]([O:30][CH3:31])=[CH:28][CH:29]=3)[C@@H:15]([CH3:33])[CH2:14]2)[C:10](=[O:12])[CH3:11])[CH:6]=[CH:7][CH:8]=1)(=[O:36])[CH2:34][OH:37], predict the reactants needed to synthesize it. The reactants are: [NH2:1][CH2:2][C:3]1[CH:4]=[C:5]([N:9]([C@H:13]2[C:22]3[C:17](=[CH:18][CH:19]=[CH:20][CH:21]=3)[N:16]([C:23](=[O:32])[C:24]3[CH:29]=[CH:28][C:27]([O:30][CH3:31])=[CH:26][CH:25]=3)[C@@H:15]([CH3:33])[CH2:14]2)[C:10](=[O:12])[CH3:11])[CH:6]=[CH:7][CH:8]=1.[C:34](O)(=[O:37])[CH2:35][OH:36].CCN=C=NCCCN(C)C.C1C=CC2N(O)N=NC=2C=1.